From a dataset of Full USPTO retrosynthesis dataset with 1.9M reactions from patents (1976-2016). Predict the reactants needed to synthesize the given product. Given the product [Cl:6][C:7]1[CH:8]=[CH:9][C:10]([O:31][CH3:32])=[C:11]([C:13]2([F:30])[C:21]3[C:16](=[CH:17][C:18]([C:22]([F:25])([F:24])[F:23])=[CH:19][CH:20]=3)[N:15]([CH2:26][Cl:4])[C:14]2=[O:29])[CH:12]=1, predict the reactants needed to synthesize it. The reactants are: S(Cl)([Cl:4])(=O)=O.[Cl:6][C:7]1[CH:8]=[CH:9][C:10]([O:31][CH3:32])=[C:11]([C:13]2([F:30])[C:21]3[C:16](=[CH:17][C:18]([C:22]([F:25])([F:24])[F:23])=[CH:19][CH:20]=3)[N:15]([CH2:26]SC)[C:14]2=[O:29])[CH:12]=1.